This data is from Acute oral toxicity (LD50) regression data from Zhu et al.. The task is: Regression/Classification. Given a drug SMILES string, predict its toxicity properties. Task type varies by dataset: regression for continuous values (e.g., LD50, hERG inhibition percentage) or binary classification for toxic/non-toxic outcomes (e.g., AMES mutagenicity, cardiotoxicity, hepatotoxicity). Dataset: ld50_zhu. (1) The molecule is N#CC(Cl)(Cl)C#N. The rat oral LD50 is 3.02, given as -log10 of the dose in mol/kg body weight (higher means more acutely toxic). (2) The compound is C=CC(C)(O)CCC=C(C)C. The rat oral LD50 is 1.74, given as -log10 of the dose in mol/kg body weight (higher means more acutely toxic). (3) The compound is CCOC(=O)NCCOc1ccc(Oc2ccccc2)cc1. The rat oral LD50 is 1.25, given as -log10 of the dose in mol/kg body weight (higher means more acutely toxic). (4) The compound is C=CC(=O)OCCSCC. The rat oral LD50 is 1.81, given as -log10 of the dose in mol/kg body weight (higher means more acutely toxic). (5) The compound is Cc1cccc(N=NN(C)C)c1. The rat oral LD50 is 2.74, given as -log10 of the dose in mol/kg body weight (higher means more acutely toxic). (6) The molecule is Cc1cc(S(=O)(=O)O)cc(C)c1O. The rat oral LD50 is 1.88, given as -log10 of the dose in mol/kg body weight (higher means more acutely toxic). (7) The compound is O=C1CCCCCC=CCCCCCCCCO1. The rat oral LD50 is 2.87, given as -log10 of the dose in mol/kg body weight (higher means more acutely toxic). (8) The rat oral LD50 is 1.53, given as -log10 of the dose in mol/kg body weight (higher means more acutely toxic). The compound is CC=CC=CCOC(=O)C(C)C. (9) The drug is CCC(C)(C)O. The rat oral LD50 is 1.95, given as -log10 of the dose in mol/kg body weight (higher means more acutely toxic). (10) The compound is CCCSP(C)SCCC. The rat oral LD50 is 4.94, given as -log10 of the dose in mol/kg body weight (higher means more acutely toxic).